This data is from Reaction yield outcomes from USPTO patents with 853,638 reactions. The task is: Predict the reaction yield, written as a fraction of the theoretical maximum amount of product (1.0 means a 100% yield; for example, 0.34 means a 34% yield). The reactants are [CH2:1]([O:8][C:9]1[CH:18]=[C:17]2[C:12]([C:13](Cl)=[CH:14][CH:15]=[N:16]2)=[CH:11][C:10]=1[O:20][CH3:21])[C:2]1[CH:7]=[CH:6][CH:5]=[CH:4][CH:3]=1.[F:22][C:23]1[CH:24]=[C:25]([NH:30][C:31](=[O:43])[C:32]([NH:34][CH2:35][CH2:36][C:37]2[CH:42]=[CH:41][CH:40]=[CH:39][CH:38]=2)=[O:33])[CH:26]=[CH:27][C:28]=1[OH:29]. The catalyst is CN(C1C=CN=CC=1)C.BrC1C=CC=CC=1. The product is [CH2:1]([O:8][C:9]1[CH:18]=[C:17]2[C:12]([C:13]([O:29][C:28]3[CH:27]=[CH:26][C:25]([NH:30][C:31](=[O:43])[C:32]([NH:34][CH2:35][CH2:36][C:37]4[CH:38]=[CH:39][CH:40]=[CH:41][CH:42]=4)=[O:33])=[CH:24][C:23]=3[F:22])=[CH:14][CH:15]=[N:16]2)=[CH:11][C:10]=1[O:20][CH3:21])[C:2]1[CH:7]=[CH:6][CH:5]=[CH:4][CH:3]=1. The yield is 0.610.